Dataset: Catalyst prediction with 721,799 reactions and 888 catalyst types from USPTO. Task: Predict which catalyst facilitates the given reaction. (1) Reactant: C(OC[N:10]1[C:14]([C:15]2[CH:20]=[CH:19][N:18]=[C:17]([C:21]#[N:22])[CH:16]=2)=[N:13][C:12]([C:23]2[CH:28]=[CH:27][N:26]=[CH:25][CH:24]=2)=[N:11]1)C1C=CC=CC=1.O.[C:30]1([CH3:40])[CH:35]=[CH:34][C:33]([S:36]([OH:39])(=[O:38])=[O:37])=[CH:32][CH:31]=1. Product: [C:30]1([CH3:40])[CH:31]=[CH:32][C:33]([S:36]([OH:39])(=[O:37])=[O:38])=[CH:34][CH:35]=1.[C:21]([C:17]1[CH:16]=[C:15]([C:14]2[NH:10][N:11]=[C:12]([C:23]3[CH:28]=[CH:27][N:26]=[CH:25][CH:24]=3)[N:13]=2)[CH:20]=[CH:19][N:18]=1)#[N:22]. The catalyst class is: 41. (2) Reactant: [NH2:1][N:2]1[C:7](=[O:8])[C:6]([C:9]2[NH:14][C:13]3[CH:15]=[CH:16][CH:17]=[CH:18][C:12]=3[S:11](=[O:20])(=[O:19])[N:10]=2)=[C:5]([OH:21])[C:4]2[S:22][CH:23]=[CH:24][C:3]1=2.[CH3:25][O:26][C:27]1[CH:28]=[C:29]([CH:32]=[CH:33][CH:34]=1)[CH:30]=O. Product: [O:19]=[S:11]1(=[O:20])[C:12]2[CH:18]=[CH:17][CH:16]=[CH:15][C:13]=2[NH:14][C:9]([C:6]2[C:7](=[O:8])[N:2]([N:1]=[CH:30][C:29]3[CH:32]=[CH:33][CH:34]=[C:27]([O:26][CH3:25])[CH:28]=3)[C:3]3[CH:24]=[CH:23][S:22][C:4]=3[C:5]=2[OH:21])=[N:10]1. The catalyst class is: 80. (3) Reactant: C([C@@H]1COC(=O)N1C([C@H:16]1[C@H:20]([C:21]2[CH:26]=[CH:25][C:24]([Cl:27])=[CH:23][CH:22]=2)[CH2:19][N:18]([C:28]([O:30][C:31]([CH3:34])([CH3:33])[CH3:32])=[O:29])[CH2:17]1)=O)C1C=CC=CC=1.[OH-].[Li+].[C:37]([O:40]CC)(=[O:39])C.Cl. Product: [C:31]([O:30][C:28]([N:18]1[CH2:19][C@@H:20]([C:21]2[CH:26]=[CH:25][C:24]([Cl:27])=[CH:23][CH:22]=2)[C@H:16]([C:37]([OH:40])=[O:39])[CH2:17]1)=[O:29])([CH3:34])([CH3:32])[CH3:33]. The catalyst class is: 20. (4) Reactant: [F:1][C:2]([F:14])([C:6]1[CH:7]=[N:8][N:9]([CH3:13])[C:10](=[O:12])[CH:11]=1)[C:3]([OH:5])=O.P(Cl)(Cl)(Cl)=O.Cl.[NH2:21][CH2:22][C:23]1[CH:24]=[C:25]2[C:29](=[CH:30][CH:31]=1)[C:28](=[O:32])[N:27]([CH:33]1[CH2:38][CH2:37][C:36](=[O:39])[NH:35][C:34]1=[O:40])[CH2:26]2.C(=O)(O)[O-].[Na+]. Product: [O:40]=[C:34]1[CH:33]([N:27]2[CH2:26][C:25]3[C:29](=[CH:30][CH:31]=[C:23]([CH2:22][NH:21][C:3](=[O:5])[C:2]([F:1])([F:14])[C:6]4[CH:7]=[N:8][N:9]([CH3:13])[C:10](=[O:12])[CH:11]=4)[CH:24]=3)[C:28]2=[O:32])[CH2:38][CH2:37][C:36](=[O:39])[NH:35]1. The catalyst class is: 17. (5) Product: [Cl:13][CH2:14][C:15]1[O:12][C:3]2[C:4]3[C:9](=[CH:8][CH:7]=[CH:6][CH:5]=3)[CH:10]=[CH:11][C:2]=2[N:1]=1. The catalyst class is: 8. Reactant: [NH2:1][C:2]1[CH:11]=[CH:10][C:9]2[C:4](=[CH:5][CH:6]=[CH:7][CH:8]=2)[C:3]=1[OH:12].[Cl:13][CH2:14][C:15](OCC)(OCC)OCC. (6) Reactant: [F:1][C:2]1[C:3]([C:25]2[O:29][N:28]=[C:27]([CH3:30])[N:26]=2)=[C:4]([C:8]([N:10]2[CH2:14][CH:13]3[CH2:15][N:16](C(OC(C)(C)C)=O)[CH2:17][CH:12]3[CH2:11]2)=[O:9])[CH:5]=[CH:6][CH:7]=1.C(O)(C(F)(F)F)=O. Product: [F:1][C:2]1[C:3]([C:25]2[O:29][N:28]=[C:27]([CH3:30])[N:26]=2)=[C:4]([C:8]([N:10]2[CH2:14][CH:13]3[CH:12]([CH2:17][NH:16][CH2:15]3)[CH2:11]2)=[O:9])[CH:5]=[CH:6][CH:7]=1. The catalyst class is: 2.